Dataset: Reaction yield outcomes from USPTO patents with 853,638 reactions. Task: Predict the reaction yield, written as a fraction of the theoretical maximum amount of product (1.0 means a 100% yield; for example, 0.34 means a 34% yield). (1) The reactants are [CH2:1]([C:4]1[C:12]([OH:13])=[C:11]2[C:7]([CH2:8][O:9][C:10]2=[O:14])=[C:6]([CH3:15])[C:5]=1[CH2:16][CH3:17])[CH:2]=[CH2:3].C1C=CC(P(C2C=CC=CC=2)C2C=CC=CC=2)=CC=1.[CH3:37][Si:38]([CH3:43])([CH3:42])[CH2:39][CH2:40]O.N(C(OC(C)C)=O)=NC(OC(C)C)=O. The catalyst is C1COCC1. The product is [CH2:1]([C:4]1[C:12]([O:13][CH2:40][CH2:39][Si:38]([CH3:43])([CH3:42])[CH3:37])=[C:11]2[C:7]([CH2:8][O:9][C:10]2=[O:14])=[C:6]([CH3:15])[C:5]=1[CH2:16][CH3:17])[CH:2]=[CH2:3]. The yield is 0.920. (2) The reactants are [OH:1][C:2]1[CH:11]=[CH:10][C:5]([C:6]([NH:8][NH2:9])=[O:7])=[CH:4][CH:3]=1.[Cl:12][C:13]1[CH:14]=[C:15]([N:19]=[C:20]=S)[CH:16]=[CH:17][CH:18]=1. The catalyst is CO.O=[Hg]. The product is [Cl:12][C:13]1[CH:14]=[C:15]([NH:19][C:20]2[O:7][C:6]([C:5]3[CH:10]=[CH:11][C:2]([OH:1])=[CH:3][CH:4]=3)=[N:8][N:9]=2)[CH:16]=[CH:17][CH:18]=1. The yield is 0.897.